Dataset: Catalyst prediction with 721,799 reactions and 888 catalyst types from USPTO. Task: Predict which catalyst facilitates the given reaction. (1) Reactant: [H-].[Na+].COP([CH2:9][C:10]([O:12][CH2:13][CH3:14])=[O:11])(OC)=O.[F:15][CH:16]1[C:21](=O)[CH2:20][CH2:19][N:18]([C:23]2[C:24]([N+:29]([O-:31])=[O:30])=[N:25][CH:26]=[CH:27][CH:28]=2)[CH2:17]1. Product: [F:15][CH:16]1[CH2:17][N:18]([C:23]2[C:24]([N+:29]([O-:31])=[O:30])=[N:25][CH:26]=[CH:27][CH:28]=2)[CH2:19][CH2:20]/[C:21]/1=[CH:9]/[C:10]([O:12][CH2:13][CH3:14])=[O:11]. The catalyst class is: 1. (2) Reactant: [NH:1]1[CH:5]=[C:4]([C:6]([O:8][CH2:9][CH3:10])=[O:7])[CH:3]=[N:2]1.[F:11][C:12]([F:22])([F:21])[O:13][C:14]1[CH:19]=[CH:18][C:17](I)=[CH:16][CH:15]=1.CN[C@@H]1CCCC[C@H]1NC.C(=O)([O-])[O-].[Cs+].[Cs+]. Product: [F:11][C:12]([F:21])([F:22])[O:13][C:14]1[CH:19]=[CH:18][C:17]([N:1]2[CH:5]=[C:4]([C:6]([O:8][CH2:9][CH3:10])=[O:7])[CH:3]=[N:2]2)=[CH:16][CH:15]=1. The catalyst class is: 830. (3) Reactant: [NH:1]([C:8]1[CH:13]=[CH:12][N:11]=[C:10]([NH:14][C:15]2[CH:20]=[CH:19][C:18]([OH:21])=[CH:17][CH:16]=2)[N:9]=1)[C:2]1[CH:7]=[CH:6][CH:5]=[CH:4][CH:3]=1.C([O-])([O-])=O.[K+].[K+].[CH2:28]([CH:30]1[O:32][CH2:31]1)Br. Product: [NH:1]([C:8]1[CH:13]=[CH:12][N:11]=[C:10]([NH:14][C:15]2[CH:16]=[CH:17][C:18]([O:21][CH2:28][CH:30]3[O:32][CH2:31]3)=[CH:19][CH:20]=2)[N:9]=1)[C:2]1[CH:3]=[CH:4][CH:5]=[CH:6][CH:7]=1. The catalyst class is: 16.